This data is from Peptide-MHC class II binding affinity with 134,281 pairs from IEDB. The task is: Regression. Given a peptide amino acid sequence and an MHC pseudo amino acid sequence, predict their binding affinity value. This is MHC class II binding data. (1) The peptide sequence is IDRLITGRLQSLQTY. The binding affinity (normalized) is 1.00. The MHC is DRB1_0101 with pseudo-sequence DRB1_0101. (2) The peptide sequence is MGASYFAADRILPEL. The MHC is DRB1_0405 with pseudo-sequence DRB1_0405. The binding affinity (normalized) is 0.761.